This data is from Forward reaction prediction with 1.9M reactions from USPTO patents (1976-2016). The task is: Predict the product of the given reaction. (1) The product is: [Cl:1][C:2]1[CH:3]=[C:4]([CH:7]=[CH:8][C:9]=1[O:10][CH:11]([CH3:12])[CH3:15])[CH:5]=[O:6]. Given the reactants [Cl:1][C:2]1[CH:3]=[C:4]([CH:7]=[CH:8][C:9]=1[O:10][CH2:11][CH2:12]C)[CH:5]=[O:6].Cl[C:15]1C=C(CO)C=CC=1OCCC.BrCC1C=CC(OCCC)=C(Cl)C=1.ClC1C=C(C=CC=1O)C=O.C(I)(C)C, predict the reaction product. (2) Given the reactants [F:1][C:2]1[CH:7]=[C:6]([N:8]2[CH2:12][C@H:11]([CH2:13][NH:14][C:15](=[O:17])[CH3:16])[O:10][C:9]2=[O:18])[CH:5]=[CH:4][C:3]=1[C:19]1[CH:24]=[CH:23][C:22]([CH2:25][NH:26][CH2:27][C:28]2[N:29]=[N:30][NH:31][CH:32]=2)=[CH:21][CH:20]=1.C(#N)C.O.[NH:37]1[C:41](=[O:42])[CH2:40][CH2:39][C@H:38]1[C:43]([OH:45])=[O:44], predict the reaction product. The product is: [CH3:16][C:15]([NH:14][CH2:13][C@@H:11]1[O:10][C:9](=[O:18])[N:8]([C:6]2[CH:5]=[CH:4][C:3]([C:19]3[CH:24]=[CH:23][C:22]([CH2:25][NH:26][CH2:27][C:28]4[NH:29][N:30]=[N:31][CH:32]=4)=[CH:21][CH:20]=3)=[C:2]([F:1])[CH:7]=2)[CH2:12]1)=[O:17].[NH:37]1[C:41](=[O:42])[CH2:40][CH2:39][C@H:38]1[C:43]([O-:45])=[O:44]. (3) Given the reactants FC(F)(F)S(O[C:7]1[CH2:12][CH2:11][N:10]([C:13]([O:15][C:16]([CH3:19])([CH3:18])[CH3:17])=[O:14])[CH2:9][C:8]=1[C:20]([O:22][CH3:23])=[O:21])(=O)=O.[C:26]1(B(O)O)[CH:31]=[CH:30][CH:29]=[CH:28][CH:27]=1.C([O-])([O-])=O.[Na+].[Na+].N#N, predict the reaction product. The product is: [C:26]1([C:7]2[CH2:12][CH2:11][N:10]([C:13]([O:15][C:16]([CH3:19])([CH3:18])[CH3:17])=[O:14])[CH2:9][C:8]=2[C:20]([O:22][CH3:23])=[O:21])[CH:31]=[CH:30][CH:29]=[CH:28][CH:27]=1. (4) Given the reactants FC1C=C(C=C(F)C=1)CNC(=O)C(C)C([NH:11][CH:12]([CH2:25][C:26]1[C:34]2[C:29](=[CH:30][CH:31]=[CH:32][CH:33]=2)[NH:28][CH:27]=1)[C:13]([N:15]1[CH2:24][CH2:23][C:22]2[C:17](=[CH:18][CH:19]=[CH:20][CH:21]=2)[CH2:16]1)=[O:14])=O.[F:41][C:42]1[CH:43]=[C:44]([CH:56]=[C:57]([F:59])[CH:58]=1)[CH2:45][NH:46][C:47](=[O:55])[CH:48]([CH:52]([CH3:54])[CH3:53])[C:49]([OH:51])=O, predict the reaction product. The product is: [F:59][C:57]1[CH:56]=[C:44]([CH:43]=[C:42]([F:41])[CH:58]=1)[CH2:45][NH:46][C:47](=[O:55])[CH:48]([CH:52]([CH3:54])[CH3:53])[C:49]([NH:11][CH:12]([CH2:25][C:26]1[C:34]2[C:29](=[CH:30][CH:31]=[CH:32][CH:33]=2)[NH:28][CH:27]=1)[C:13]([N:15]1[CH2:24][CH2:23][C:22]2[C:17](=[CH:18][CH:19]=[CH:20][CH:21]=2)[CH2:16]1)=[O:14])=[O:51].